Task: Predict the product of the given reaction.. Dataset: Forward reaction prediction with 1.9M reactions from USPTO patents (1976-2016) Given the reactants [C:1]([CH2:3][C:4]([O:6][CH2:7][C:8]1[CH:13]=[CH:12][CH:11]=[CH:10][CH:9]=1)=[O:5])#[N:2].C(=O)([O-])[O-].[K+].[K+].[N+:20]([C:23]1[CH:24]=[C:25]([CH3:30])[CH:26]=[CH:27][C:28]=1Cl)([O-:22])=[O:21].Cl, predict the reaction product. The product is: [C:1]([CH:3]([C:28]1[CH:27]=[CH:26][C:25]([CH3:30])=[CH:24][C:23]=1[N+:20]([O-:22])=[O:21])[C:4]([O:6][CH2:7][C:8]1[CH:13]=[CH:12][CH:11]=[CH:10][CH:9]=1)=[O:5])#[N:2].